From a dataset of Reaction yield outcomes from USPTO patents with 853,638 reactions. Predict the reaction yield, written as a fraction of the theoretical maximum amount of product (1.0 means a 100% yield; for example, 0.34 means a 34% yield). (1) The reactants are [CH2:1]([C:4]1[C:12]([OH:13])=[CH:11][CH:10]=[C:9]2[C:5]=1[CH:6]=[CH:7][NH:8]2)[CH:2]=[CH2:3].[CH2:14](Br)[C:15]1[CH:20]=[CH:19][CH:18]=[CH:17][CH:16]=1.C([O-])([O-])=O.[Cs+].[Cs+]. The catalyst is CN(C=O)C.O. The product is [CH2:1]([C:4]1[C:12]([O:13][CH2:14][C:15]2[CH:20]=[CH:19][CH:18]=[CH:17][CH:16]=2)=[CH:11][CH:10]=[C:9]2[C:5]=1[CH:6]=[CH:7][NH:8]2)[CH:2]=[CH2:3]. The yield is 0.820. (2) The reactants are [N:1]1([CH2:8][CH2:9][O:10][C:11]2[CH:16]=[CH:15][C:14]([C:17]([C:19]3[C:28]4[C:23](=[CH:24][C:25]([OH:29])=[CH:26][CH:27]=4)[CH:22]=[CH:21][C:20]=3[C:30]3[C:35]([F:36])=[CH:34][CH:33]=[CH:32][C:31]=3F)=[O:18])=[CH:13][CH:12]=2)[CH2:7][CH2:6][CH2:5][CH2:4][CH2:3][CH2:2]1.C([BH-](CC)CC)C.[Li+].C(=O)(O)[O-].[Na+].C(Cl)(Cl)Cl.C(O)(C)C. The catalyst is O1CCOCC1.C1COCC1. The product is [N:1]1([CH2:8][CH2:9][O:10][C:11]2[CH:12]=[CH:13][C:14]([CH:17]3[O:18][C:31]4[C:30](=[C:35]([F:36])[CH:34]=[CH:33][CH:32]=4)[C:20]4[C:19]3=[C:28]3[C:23](=[CH:22][CH:21]=4)[CH:24]=[C:25]([OH:29])[CH:26]=[CH:27]3)=[CH:15][CH:16]=2)[CH2:7][CH2:6][CH2:5][CH2:4][CH2:3][CH2:2]1. The yield is 0.680. (3) The reactants are [CH3:1][C:2]1[N:7]=[C:6]2[S:8][C:9]3[CH2:13][CH2:12][CH2:11][C:10]=3[C:5]2=[C:4]([C:14]2[CH:19]=[CH:18][CH:17]=[CH:16][CH:15]=2)[C:3]=1[CH:20]([CH2:25][CH2:26][CH3:27])[C:21]([O:23]C)=[O:22].[O-2].[Li+].[Li+].Cl. The catalyst is O1CCOCC1.O. The product is [CH3:1][C:2]1[N:7]=[C:6]2[S:8][C:9]3[CH2:13][CH2:12][CH2:11][C:10]=3[C:5]2=[C:4]([C:14]2[CH:15]=[CH:16][CH:17]=[CH:18][CH:19]=2)[C:3]=1[CH:20]([CH2:25][CH2:26][CH3:27])[C:21]([OH:23])=[O:22]. The yield is 0.480. (4) The reactants are [Br:1][C:2]1[CH:6]=[N:5][N:4]([CH3:7])[C:3]=1[C:8]1[CH:9]=[C:10]([NH2:16])[CH:11]=[CH:12][C:13]=1[O:14][CH3:15].[Cl:17][C:18]1[CH:23]=[C:22]([Cl:24])[CH:21]=[CH:20][C:19]=1[N:25]=[C:26]=[O:27]. The catalyst is C(Cl)Cl. The product is [Br:1][C:2]1[CH:6]=[N:5][N:4]([CH3:7])[C:3]=1[C:8]1[CH:9]=[C:10]([NH:16][C:26]([NH:25][C:19]2[CH:20]=[CH:21][C:22]([Cl:24])=[CH:23][C:18]=2[Cl:17])=[O:27])[CH:11]=[CH:12][C:13]=1[O:14][CH3:15]. The yield is 0.690.